From a dataset of Reaction yield outcomes from USPTO patents with 853,638 reactions. Predict the reaction yield, written as a fraction of the theoretical maximum amount of product (1.0 means a 100% yield; for example, 0.34 means a 34% yield). (1) The reactants are [NH2:1][C:2]1[CH:7]=[C:6]([Cl:8])[CH:5]=[CH:4][C:3]=1[S:9][CH2:10][CH2:11][C:12]([N:14]([CH3:16])[CH3:15])=[O:13].[Cl:17][C:18]1[CH:23]=[CH:22][C:21]([S:24](Cl)(=[O:26])=[O:25])=[C:20]([F:28])[CH:19]=1. The catalyst is N1C=CC=CC=1. The product is [Cl:8][C:6]1[CH:5]=[CH:4][C:3]([S:9][CH2:10][CH2:11][C:12]([N:14]([CH3:15])[CH3:16])=[O:13])=[C:2]([NH:1][S:24]([C:21]2[CH:22]=[CH:23][C:18]([Cl:17])=[CH:19][C:20]=2[F:28])(=[O:26])=[O:25])[CH:7]=1. The yield is 0.750. (2) The reactants are Br[C:2]1[CH:7]=[CH:6][C:5]([N+:8]([O-:10])=[O:9])=[CH:4][C:3]=1[O:11][CH3:12].C([O-])(=O)C.[K+].[CH3:18][C:19]1[S:20][CH:21]=[CH:22][N:23]=1. The catalyst is CN(C)C(=O)C.[Pd].C1(P(C2C=CC=CC=2)C2C=CC=CC=2)C=CC=CC=1.C1(P(C2C=CC=CC=2)C2C=CC=CC=2)C=CC=CC=1.C1(P(C2C=CC=CC=2)C2C=CC=CC=2)C=CC=CC=1.C1(P(C2C=CC=CC=2)C2C=CC=CC=2)C=CC=CC=1. The product is [CH3:12][O:11][C:3]1[CH:4]=[C:5]([N+:8]([O-:10])=[O:9])[CH:6]=[CH:7][C:2]=1[C:21]1[S:20][C:19]([CH3:18])=[N:23][CH:22]=1. The yield is 0.420. (3) The reactants are Br[C:2]1[CH:7]=[CH:6][CH:5]=[CH:4][N:3]=1.[CH2:8]([C:12]1[O:13][C:14]2[C:20]([F:21])=[CH:19][C:18]([F:22])=[CH:17][C:15]=2[N:16]=1)[CH2:9][C:10]#[CH:11]. No catalyst specified. The product is [F:22][C:18]1[CH:19]=[C:20]([F:21])[C:14]2[O:13][C:12]([CH2:8][CH2:9][C:10]#[C:11][C:2]3[CH:7]=[CH:6][CH:5]=[CH:4][N:3]=3)=[N:16][C:15]=2[CH:17]=1. The yield is 0.200. (4) The reactants are [Br:1][C:2]1[CH:7]=[CH:6][C:5]([SH:8])=[CH:4][CH:3]=1.Cl[CH2:10][CH2:11][N:12]1[CH2:17][CH2:16][O:15][CH2:14][CH2:13]1.C(=O)([O-])[O-].[Cs+].[Cs+]. The catalyst is C(#N)C. The product is [Br:1][C:2]1[CH:7]=[CH:6][C:5]([S:8][CH2:10][CH2:11][N:12]2[CH2:17][CH2:16][O:15][CH2:14][CH2:13]2)=[CH:4][CH:3]=1. The yield is 0.880. (5) The reactants are [Br:1][C:2]1[CH:3]=[C:4]([C:8](=[O:16])[C:9]([C:11]2[CH:15]=[CH:14][NH:13][CH:12]=2)=[O:10])[CH:5]=[CH:6][CH:7]=1.CC1C=CC(S(O[CH2:28][C:29]([F:32])([F:31])[F:30])(=O)=O)=CC=1.C([O-])([O-])=O.[K+].[K+]. The catalyst is CN(C=O)C.[N+](CC)(CC)(CC)CC.[Cl-].O.CCOC(C)=O. The product is [Br:1][C:2]1[CH:3]=[C:4]([C:8](=[O:16])[C:9]([C:11]2[CH:15]=[CH:14][N:13]([CH2:28][C:29]([F:32])([F:31])[F:30])[CH:12]=2)=[O:10])[CH:5]=[CH:6][CH:7]=1. The yield is 0.650.